From a dataset of Peptide-MHC class I binding affinity with 185,985 pairs from IEDB/IMGT. Regression. Given a peptide amino acid sequence and an MHC pseudo amino acid sequence, predict their binding affinity value. This is MHC class I binding data. The peptide sequence is HVVWAANEL. The MHC is HLA-A02:02 with pseudo-sequence HLA-A02:02. The binding affinity (normalized) is 0.323.